From a dataset of Forward reaction prediction with 1.9M reactions from USPTO patents (1976-2016). Predict the product of the given reaction. (1) Given the reactants [CH3:1][C@H:2]1[C@H:7]([O:8][C:9]2[CH:14]=[CH:13][C:12]([C:15]([F:18])([F:17])[F:16])=[CH:11][N:10]=2)[CH2:6][CH2:5][CH2:4][NH:3]1.CC[N:21]([CH:25]([CH3:27])C)[CH:22]([CH3:24])[CH3:23].CN(C(O[N:36]1[N:44]=[N:43][C:38]2C=CC=C[C:37]1=2)=[N+](C)C)C.F[P-](F)(F)(F)(F)F.[C:52]([O-:55])(O)=O.[Na+].[CH3:57]N(C=O)C, predict the reaction product. The product is: [CH3:1][C@H:2]1[C@H:7]([O:8][C:9]2[CH:14]=[CH:13][C:12]([C:15]([F:18])([F:16])[F:17])=[CH:11][N:10]=2)[CH2:6][CH2:5][CH2:4][N:3]1[C:52]([C:25]1[C:27]([N:44]2[N:36]=[CH:37][CH:38]=[N:43]2)=[CH:57][CH:24]=[C:22]([CH3:23])[N:21]=1)=[O:55]. (2) Given the reactants Cl.[CH3:2][N:3]1[CH2:27][CH2:26][C@:5]2([NH:9][C@@H:8]([C:10]3[CH:15]=[C:14]([C:16]4[CH:21]=[CH:20][C:19]([C:22]([F:25])([F:24])[F:23])=[CH:18][CH:17]=4)[CH:13]=[CH:12][N:11]=3)[CH2:7][CH2:6]2)[C:4]1=[O:28].C=O.[C:31](O[BH-](OC(=O)C)OC(=O)C)(=O)C.[Na+], predict the reaction product. The product is: [CH3:31][N:9]1[C@:5]2([CH2:26][CH2:27][N:3]([CH3:2])[C:4]2=[O:28])[CH2:6][CH2:7][C@@H:8]1[C:10]1[CH:15]=[C:14]([C:16]2[CH:17]=[CH:18][C:19]([C:22]([F:25])([F:24])[F:23])=[CH:20][CH:21]=2)[CH:13]=[CH:12][N:11]=1. (3) Given the reactants [S:1]1[C:5]2[CH:6]=[C:7]([C:10](Cl)=[O:11])[CH:8]=[CH:9][C:4]=2[N:3]=[CH:2]1.[NH2:13][C:14]1[C:15]([C:20]([NH:22][CH2:23][CH:24]2[CH2:29][CH2:28][O:27][CH2:26][CH2:25]2)=[O:21])=[N:16][CH:17]=[CH:18][CH:19]=1, predict the reaction product. The product is: [O:27]1[CH2:26][CH2:25][CH:24]([CH2:23][NH:22][C:20]([C:15]2[C:14]([NH:13][C:10]([C:7]3[CH:8]=[CH:9][C:4]4[N:3]=[CH:2][S:1][C:5]=4[CH:6]=3)=[O:11])=[CH:19][CH:18]=[CH:17][N:16]=2)=[O:21])[CH2:29][CH2:28]1. (4) Given the reactants CC([Si](C)(C)[O:6][C@@H:7]1[CH2:11][N:10]([C:12]([O:14][C:15]([CH3:18])([CH3:17])[CH3:16])=[O:13])[C@@H:9]([CH2:19][O:20][CH2:21][CH3:22])[CH2:8]1)(C)C.CCCC[N+](CCCC)(CCCC)CCCC.[F-], predict the reaction product. The product is: [CH2:21]([O:20][CH2:19][C@H:9]1[CH2:8][C@H:7]([OH:6])[CH2:11][N:10]1[C:12]([O:14][C:15]([CH3:16])([CH3:18])[CH3:17])=[O:13])[CH3:22]. (5) Given the reactants [C:1]1([O:11][CH2:12][CH:13]2[O:15][CH2:14]2)([CH3:10])[CH2:6][CH2:5][CH:4]([CH:7]([CH3:9])[CH3:8])[CH2:3][CH2:2]1.[H][H], predict the reaction product. The product is: [C:1]1([O:11][CH2:12][CH2:13][CH2:14][OH:15])([CH3:10])[CH2:6][CH2:5][CH:4]([CH:7]([CH3:9])[CH3:8])[CH2:3][CH2:2]1. (6) Given the reactants [C:1]([CH2:4][O:5][C:6]1[CH:16]=[CH:15][CH:14]=[CH:13][C:7]=1[O:8][CH2:9][C:10]([NH2:12])=[O:11])(=[O:3])[NH2:2].[Cl:17][S:18](O)(=[O:20])=[O:19].ClCCl, predict the reaction product. The product is: [C:10]([CH2:9][O:8][C:7]1[CH:13]=[C:14]([S:18]([Cl:17])(=[O:20])=[O:19])[CH:15]=[CH:16][C:6]=1[O:5][CH2:4][C:1]([NH2:2])=[O:3])(=[O:11])[NH2:12]. (7) Given the reactants [F:1][C:2]([F:11])([F:10])[C:3]1[CH:8]=[CH:7][C:6]([OH:9])=[CH:5][CH:4]=1.F[C:13]1[CH:20]=[CH:19][C:18]([CH:21]=[O:22])=[CH:17][C:14]=1[C:15]#[N:16], predict the reaction product. The product is: [CH:21]([C:18]1[CH:19]=[CH:20][C:13]([O:9][C:6]2[CH:5]=[CH:4][C:3]([C:2]([F:10])([F:11])[F:1])=[CH:8][CH:7]=2)=[C:14]([CH:17]=1)[C:15]#[N:16])=[O:22]. (8) Given the reactants [C:1]([O:5][C:6]([NH:8][C:9]1[N:14]=[CH:13][C:12]([CH2:15]OS(C)(=O)=O)=[CH:11][CH:10]=1)=[O:7])([CH3:4])([CH3:3])[CH3:2].[CH2:21]([N:23]1[CH2:28][CH2:27][NH:26][CH2:25][CH2:24]1)[CH3:22].C(=O)([O-])[O-].[Cs+].[Cs+].CN(C=O)C, predict the reaction product. The product is: [C:1]([O:5][C:6](=[O:7])[NH:8][C:9]1[CH:10]=[CH:11][C:12]([CH2:15][N:26]2[CH2:27][CH2:28][N:23]([CH2:21][CH3:22])[CH2:24][CH2:25]2)=[CH:13][N:14]=1)([CH3:4])([CH3:3])[CH3:2]. (9) Given the reactants [H-].[Na+].[CH2:3]([O:5][C:6]([C:8]1[CH:9]=[N:10][N:11]([C:14]2[CH:19]=[CH:18][C:17]([OH:20])=[CH:16][CH:15]=2)[C:12]=1[CH3:13])=[O:7])[CH3:4].[CH2:21](I)[CH3:22].O, predict the reaction product. The product is: [CH2:3]([O:5][C:6]([C:8]1[CH:9]=[N:10][N:11]([C:14]2[CH:15]=[CH:16][C:17]([O:20][CH2:21][CH3:22])=[CH:18][CH:19]=2)[C:12]=1[CH3:13])=[O:7])[CH3:4].